From a dataset of Full USPTO retrosynthesis dataset with 1.9M reactions from patents (1976-2016). Predict the reactants needed to synthesize the given product. Given the product [ClH:22].[CH:1]1([C:4]2[O:6][N:8]=[CH:7][C:5]=2[NH2:17])[CH2:3][CH2:2]1, predict the reactants needed to synthesize it. The reactants are: [CH:1]1([C:4](=[O:6])[CH3:5])[CH2:3][CH2:2]1.[CH3:7][N:8](C)C(N(C)C)N(C)C.[N+:17]([O-])([O-])=O.[NH4+].[Cl-:22].[NH4+].